Dataset: Catalyst prediction with 721,799 reactions and 888 catalyst types from USPTO. Task: Predict which catalyst facilitates the given reaction. (1) The catalyst class is: 14. Product: [C:33]([O:32][C:30]([N:7]1[CH2:8][CH2:9][C:10]([C:11]2[CH:12]=[CH:13][C:14]([O:17][CH2:18][CH2:19][O:20][C:21]3[CH:26]=[C:25]([CH3:27])[C:24]([CH3:28])=[CH:23][C:22]=3[Cl:29])=[CH:15][CH:16]=2)=[C:5]([C:3]([OH:4])=[O:2])[CH2:6]1)=[O:31])([CH3:36])([CH3:34])[CH3:35]. Reactant: C[O:2][C:3]([C:5]1[CH2:6][N:7]([C:30]([O:32][C:33]([CH3:36])([CH3:35])[CH3:34])=[O:31])[CH2:8][CH2:9][C:10]=1[C:11]1[CH:16]=[CH:15][C:14]([O:17][CH2:18][CH2:19][O:20][C:21]2[CH:26]=[C:25]([CH3:27])[C:24]([CH3:28])=[CH:23][C:22]=2[Cl:29])=[CH:13][CH:12]=1)=[O:4].[OH-].[Na+]. (2) Reactant: [NH2:1][C:2]1[CH:3]=[C:4]([CH:11]=[CH:12][C:13]=1[CH3:14])[C:5]([NH:7][CH:8]1[CH2:10][CH2:9]1)=[O:6].[N:15]([O-])=O.[Na+].[Sn](Cl)Cl.C([O-])([O-])=O.[Na+].[Na+]. Product: [CH:8]1([NH:7][C:5](=[O:6])[C:4]2[CH:11]=[CH:12][C:13]([CH3:14])=[C:2]([NH:1][NH2:15])[CH:3]=2)[CH2:9][CH2:10]1. The catalyst class is: 223. (3) Reactant: [C:1]([NH:4][C:5]([CH2:16][CH2:17][C:18]1[CH:23]=[CH:22][C:21]([S:24][C:25]2[CH:30]=[CH:29][C:28]([C:31](=O)[CH2:32][O:33][C:34](=O)[CH2:35][CH2:36][CH3:37])=[CH:27][CH:26]=2)=[CH:20][CH:19]=1)([C:11]([O:13][CH2:14][CH3:15])=[O:12])[C:6]([O:8][CH2:9][CH3:10])=[O:7])(=[O:3])[CH3:2].C([NH2:43])(=O)C.B(F)(F)F.CCOCC. Product: [C:1]([NH:4][C:5]([CH2:16][CH2:17][C:18]1[CH:19]=[CH:20][C:21]([S:24][C:25]2[CH:30]=[CH:29][C:28]([C:31]3[N:43]=[C:34]([CH2:35][CH2:36][CH3:37])[O:33][CH:32]=3)=[CH:27][CH:26]=2)=[CH:22][CH:23]=1)([C:11]([O:13][CH2:14][CH3:15])=[O:12])[C:6]([O:8][CH2:9][CH3:10])=[O:7])(=[O:3])[CH3:2]. The catalyst class is: 113. (4) Product: [OH:1][C@@H:2]([CH3:15])[CH2:3][N:4]1[CH:8]=[C:7]([C:9]([OH:11])=[O:10])[N:6]=[C:5]1[CH3:14]. The catalyst class is: 92. Reactant: [OH:1][C@@H:2]([CH3:15])[CH2:3][N:4]1[CH:8]=[C:7]([C:9]([O:11]CC)=[O:10])[N:6]=[C:5]1[CH3:14].[OH-].[Na+].Cl.